From a dataset of Peptide-MHC class II binding affinity with 134,281 pairs from IEDB. Regression. Given a peptide amino acid sequence and an MHC pseudo amino acid sequence, predict their binding affinity value. This is MHC class II binding data. (1) The peptide sequence is AAPAAGYTPATPAAP. The MHC is DRB1_1101 with pseudo-sequence DRB1_1101. The binding affinity (normalized) is 0.0970. (2) The peptide sequence is IDLTKIDRCFQLRGNGV. The MHC is HLA-DPA10201-DPB11401 with pseudo-sequence HLA-DPA10201-DPB11401. The binding affinity (normalized) is 0.0883. (3) The peptide sequence is CKDIKLSDISLKLTS. The MHC is DRB5_0101 with pseudo-sequence DRB5_0101. The binding affinity (normalized) is 0.499. (4) The peptide sequence is TLYLQMNSLRAEDTA. The MHC is DRB1_1501 with pseudo-sequence DRB1_1501. The binding affinity (normalized) is 0.770. (5) The peptide sequence is EKKYFAATQFEPNAA. The MHC is DRB1_0701 with pseudo-sequence DRB1_0701. The binding affinity (normalized) is 0.609.